From a dataset of Full USPTO retrosynthesis dataset with 1.9M reactions from patents (1976-2016). Predict the reactants needed to synthesize the given product. (1) Given the product [Cl:11][C:12]1[N:17]=[C:16]([N:8]2[CH2:9][CH2:10][C:5]3([O:4][CH2:3][CH2:2][O:1]3)[CH2:6][CH2:7]2)[CH:15]=[C:14]([Cl:19])[N:13]=1, predict the reactants needed to synthesize it. The reactants are: [O:1]1[C:5]2([CH2:10][CH2:9][NH:8][CH2:7][CH2:6]2)[O:4][CH2:3][CH2:2]1.[Cl:11][C:12]1[N:17]=[C:16](Cl)[CH:15]=[C:14]([Cl:19])[N:13]=1.C(N(C(C)C)CC)(C)C. (2) Given the product [CH2:13]([N:12]1[C:8]([C:5]2[CH:6]=[CH:7][C:2]([C:30]3[CH:29]=[CH:28][CH:27]=[C:26]([S:23]([CH3:22])(=[O:25])=[O:24])[CH:31]=3)=[CH:3][CH:4]=2)=[CH:9][C:10]([C:17]([O:19][CH2:20][CH3:21])=[O:18])=[N:11]1)[CH:14]([CH3:16])[CH3:15], predict the reactants needed to synthesize it. The reactants are: Br[C:2]1[CH:7]=[CH:6][C:5]([C:8]2[N:12]([CH2:13][CH:14]([CH3:16])[CH3:15])[N:11]=[C:10]([C:17]([O:19][CH2:20][CH3:21])=[O:18])[CH:9]=2)=[CH:4][CH:3]=1.[CH3:22][S:23]([C:26]1[CH:27]=[C:28](B(O)O)[CH:29]=[CH:30][CH:31]=1)(=[O:25])=[O:24].C([O-])([O-])=O.[Na+].[Na+]. (3) Given the product [CH3:1][O:2][C:3]1[CH:4]=[CH:5][C:6]([C:9]2[C:17]3[C:12](=[N:13][CH:14]=[CH:15][C:16]=3[C:18]3[CH:22]=[CH:21][S:20][CH:19]=3)[NH:11][N:10]=2)=[CH:7][CH:8]=1, predict the reactants needed to synthesize it. The reactants are: [CH3:1][O:2][C:3]1[CH:8]=[CH:7][C:6]([C:9]2[C:17]3[C:12](=[N:13][CH:14]=[CH:15][C:16]=3[C:18]3[CH:22]=[CH:21][S:20][CH:19]=3)[N:11](S(C3C=CC(C)=CC=3)(=O)=O)[N:10]=2)=[CH:5][CH:4]=1.C(=O)([O-])[O-].[K+].[K+]. (4) Given the product [N:28]1([C:25]2[CH:26]=[CH:27][C:22]([NH2:15])=[CH:23][CH:24]=2)[CH2:33][CH2:32][O:31][CH2:30][CH2:29]1, predict the reactants needed to synthesize it. The reactants are: CS(C1C=CC(C2C=CC3[N:15](N=C(N)N=3)C=2)=CC=1)(=O)=O.Br[C:22]1[CH:27]=[CH:26][C:25]([N:28]2[CH2:33][CH2:32][O:31][CH2:30][CH2:29]2)=[CH:24][CH:23]=1.C1(P(C2CCCCC2)C2C=CC=CC=2C2C=CC=CC=2P(C2CCCCC2)C2CCCCC2)CCCCC1. (5) Given the product [F:9][C:10]1[CH:38]=[CH:37][CH:36]=[CH:35][C:11]=1[CH2:12][N:13]1[C:17]2=[N:18][CH:19]=[CH:20][CH:21]=[C:16]2[C:15]([C:22]2[N:23]=[C:24]([NH:8][CH2:7][C:6]3[N:2]([CH3:1])[N:3]=[CH:4][CH:5]=3)[C:25]3[C:30]([CH3:31])([CH3:32])[C:29](=[O:33])[NH:28][C:26]=3[N:27]=2)=[N:14]1, predict the reactants needed to synthesize it. The reactants are: [CH3:1][N:2]1[C:6]([CH2:7][NH2:8])=[CH:5][CH:4]=[N:3]1.[F:9][C:10]1[CH:38]=[CH:37][CH:36]=[CH:35][C:11]=1[CH2:12][N:13]1[C:17]2=[N:18][CH:19]=[CH:20][CH:21]=[C:16]2[C:15]([C:22]2[N:23]=[C:24](I)[C:25]3[C:30]([CH3:32])([CH3:31])[C:29](=[O:33])[NH:28][C:26]=3[N:27]=2)=[N:14]1. (6) Given the product [CH3:34][O:35][C:2]1[C:11]2[C:6](=[CH:7][CH:8]=[C:9]([S:12][C:13]3[N:17]4[CH:18]=[C:19]([C:22]5[CH:23]=[N:24][N:25]([CH3:27])[CH:26]=5)[CH:20]=[CH:21][C:16]4=[N:15][N:14]=3)[CH:10]=2)[N:5]=[CH:4][C:3]=1[C:28]1[CH:29]=[N:30][N:31]([CH3:33])[CH:32]=1, predict the reactants needed to synthesize it. The reactants are: Cl[C:2]1[C:11]2[C:6](=[CH:7][CH:8]=[C:9]([S:12][C:13]3[N:17]4[CH:18]=[C:19]([C:22]5[CH:23]=[N:24][N:25]([CH3:27])[CH:26]=5)[CH:20]=[CH:21][C:16]4=[N:15][N:14]=3)[CH:10]=2)[N:5]=[CH:4][C:3]=1[C:28]1[CH:29]=[N:30][N:31]([CH3:33])[CH:32]=1.[CH3:34][O-:35].[Na+]. (7) Given the product [C:29]1([C:28](=[N:27][CH:26]([C@H:12]([CH2:13][CH3:14])[CH2:15][CH:16]([CH3:21])[CH2:17][CH2:18][CH:19]=[CH2:20])[C:25]([O:24][CH2:22][CH3:23])=[O:41])[C:35]2[CH:40]=[CH:39][CH:38]=[CH:37][CH:36]=2)[CH:30]=[CH:31][CH:32]=[CH:33][CH:34]=1, predict the reactants needed to synthesize it. The reactants are: CC1C=CC(S(O[C@H:12]([CH2:15][CH:16]([CH3:21])[CH2:17][CH2:18][CH:19]=[CH2:20])[CH2:13][CH3:14])(=O)=O)=CC=1.[CH2:22]([O:24][C:25](=[O:41])[CH2:26][N:27]=[C:28]([C:35]1[CH:40]=[CH:39][CH:38]=[CH:37][CH:36]=1)[C:29]1[CH:34]=[CH:33][CH:32]=[CH:31][CH:30]=1)[CH3:23].C[Si]([N-][Si](C)(C)C)(C)C.[Li+].